Dataset: Forward reaction prediction with 1.9M reactions from USPTO patents (1976-2016). Task: Predict the product of the given reaction. Given the reactants [Br:1][C:2]1[CH:9]=[CH:8][C:5]([CH2:6]Br)=[CH:4][CH:3]=1.[N-:10]=[N+:11]=[N-:12].[Na+], predict the reaction product. The product is: [N:10]([CH2:6][C:5]1[CH:8]=[CH:9][C:2]([Br:1])=[CH:3][CH:4]=1)=[N+:11]=[N-:12].